From a dataset of Peptide-MHC class II binding affinity with 134,281 pairs from IEDB. Regression. Given a peptide amino acid sequence and an MHC pseudo amino acid sequence, predict their binding affinity value. This is MHC class II binding data. (1) The peptide sequence is RLLDILEAIKLIRKK. The MHC is DRB3_0101 with pseudo-sequence DRB3_0101. The binding affinity (normalized) is 0.151. (2) The peptide sequence is YVVSSFDNIKVFLEG. The MHC is DRB3_0101 with pseudo-sequence DRB3_0101. The binding affinity (normalized) is 0.531. (3) The peptide sequence is TMAGCGYLMFLGGVK. The MHC is DRB1_0801 with pseudo-sequence DRB1_0801. The binding affinity (normalized) is 0.254. (4) The peptide sequence is EQARKFEEPIWSDFG. The MHC is DRB1_1302 with pseudo-sequence DRB1_1302. The binding affinity (normalized) is 0. (5) The peptide sequence is GIQYLAGLSTLPGNPAIASL. The MHC is DRB1_1101 with pseudo-sequence DRB1_1101. The binding affinity (normalized) is 0.846. (6) The peptide sequence is QWAQDLTLPWQSGSG. The MHC is HLA-DQA10201-DQB10303 with pseudo-sequence HLA-DQA10201-DQB10303. The binding affinity (normalized) is 0.380. (7) The peptide sequence is NHFFNHHKVMLLGHS. The MHC is HLA-DQA10102-DQB10502 with pseudo-sequence HLA-DQA10102-DQB10502. The binding affinity (normalized) is 0.198. (8) The binding affinity (normalized) is 0. The peptide sequence is AVKLYKKLKREMTFHGA. The MHC is DRB1_0101 with pseudo-sequence DRB1_0101. (9) The peptide sequence is TVTVFKIPKKASEGA. The MHC is DRB1_0401 with pseudo-sequence DRB1_0401. The binding affinity (normalized) is 0. (10) The peptide sequence is DDRFGLALSHLNAMS. The MHC is HLA-DQA10501-DQB10302 with pseudo-sequence HLA-DQA10501-DQB10302. The binding affinity (normalized) is 0.507.